From a dataset of Full USPTO retrosynthesis dataset with 1.9M reactions from patents (1976-2016). Predict the reactants needed to synthesize the given product. (1) Given the product [Br:11][C:8]1[CH:9]=[C:10]2[C:5](=[CH:6][CH:7]=1)[NH:4][N:3]=[C:2]2[Cl:1], predict the reactants needed to synthesize it. The reactants are: [Cl:1][C:2]1[C:10]2[C:5](=[CH:6][CH:7]=[CH:8][CH:9]=2)[NH:4][N:3]=1.[Br:11]Br. (2) Given the product [C:29]([Si:33]([C:40]1[CH:45]=[CH:44][CH:43]=[CH:42][CH:41]=1)([C:34]1[CH:35]=[CH:36][CH:37]=[CH:38][CH:39]=1)[O:1][CH2:2][C:3]([C:6]1[CH:10]=[C:9]([NH:11][C:12](=[O:28])[C:13]([S:16]([CH2:19][CH:20]2[CH2:21][CH2:22][CH:23]([O:26][CH3:27])[CH2:24][CH2:25]2)(=[O:18])=[O:17])([CH3:15])[CH3:14])[O:8][N:7]=1)([CH3:4])[CH3:5])([CH3:32])([CH3:30])[CH3:31], predict the reactants needed to synthesize it. The reactants are: [OH:1][CH2:2][C:3]([C:6]1[CH:10]=[C:9]([NH:11][C:12](=[O:28])[C:13]([S:16]([CH2:19][CH:20]2[CH2:25][CH2:24][CH:23]([O:26][CH3:27])[CH2:22][CH2:21]2)(=[O:18])=[O:17])([CH3:15])[CH3:14])[O:8][N:7]=1)([CH3:5])[CH3:4].[C:29]([Si:33](Cl)([C:40]1[CH:45]=[CH:44][CH:43]=[CH:42][CH:41]=1)[C:34]1[CH:39]=[CH:38][CH:37]=[CH:36][CH:35]=1)([CH3:32])([CH3:31])[CH3:30]. (3) Given the product [F:27][C:16]1[CH:17]=[CH:18][C:13]([C:12]#[C:11][C:6]2[CH:7]=[C:8]([O:9][CH3:10])[C:3]([O:2][CH3:1])=[N:4][CH:5]=2)=[CH:14][CH:15]=1, predict the reactants needed to synthesize it. The reactants are: [CH3:1][O:2][C:3]1[C:8]([O:9][CH3:10])=[CH:7][C:6]([C:11]#[C:12][C:13]2[CH:18]=[CH:17][CH:16]=[CH:15][C:14]=2C)=[CH:5][N:4]=1.IC1C=CC([F:27])=CC=1. (4) Given the product [CH3:35][C@@:2]1([OH:1])[CH2:6][O:5][N:4]([C:7]([C:9]2[C:17]3[C:16](=[O:18])[N:15]([CH3:19])[C:14](=[O:20])[N:13]([CH:21]([CH3:22])[CH3:23])[C:12]=3[S:11][C:10]=2[CH2:24][C:25]2[C:26]([C:31]([F:32])([F:33])[F:34])=[N:27][N:28]([C:37]3[N:42]=[CH:41][CH:40]=[CH:39][N:38]=3)[C:29]=2[CH3:30])=[O:8])[CH2:3]1, predict the reactants needed to synthesize it. The reactants are: [OH:1][C@:2]1([CH3:35])[CH2:6][O:5][N:4]([C:7]([C:9]2[C:17]3[C:16](=[O:18])[N:15]([CH3:19])[C:14](=[O:20])[N:13]([CH:21]([CH3:23])[CH3:22])[C:12]=3[S:11][C:10]=2[CH2:24][C:25]2[C:26]([C:31]([F:34])([F:33])[F:32])=[N:27][NH:28][C:29]=2[CH3:30])=[O:8])[CH2:3]1.Br[C:37]1[N:42]=[CH:41][CH:40]=[CH:39][N:38]=1.C(=O)([O-])[O-].[K+].[K+]. (5) Given the product [Cl:1][C:2]1[CH:3]=[CH:4][C:5]([C:28]([F:29])([F:31])[F:30])=[C:6]([CH:27]=1)[CH2:7][N:8]1[CH2:13][CH2:12][NH:11][C:10]2[N:14]=[CH:15][C:16]([C:18]3[CH:19]=[C:20]([CH:24]=[CH:25][CH:26]=3)[C:21]([NH:32][CH:33]3[CH2:41][C:40]4[C:35](=[CH:36][CH:37]=[CH:38][CH:39]=4)[CH2:34]3)=[O:22])=[CH:17][C:9]1=2, predict the reactants needed to synthesize it. The reactants are: [Cl:1][C:2]1[CH:3]=[CH:4][C:5]([C:28]([F:31])([F:30])[F:29])=[C:6]([CH:27]=1)[CH2:7][N:8]1[CH2:13][CH2:12][NH:11][C:10]2[N:14]=[CH:15][C:16]([C:18]3[CH:19]=[C:20]([CH:24]=[CH:25][CH:26]=3)[C:21](O)=[O:22])=[CH:17][C:9]1=2.[NH2:32][CH:33]1[CH2:41][C:40]2[C:35](=[CH:36][CH:37]=[CH:38][CH:39]=2)[CH2:34]1. (6) Given the product [ClH:9].[CH2:1]([NH:8][C:10](=[NH:14])[CH3:11])[C:2]1[CH:7]=[CH:6][CH:5]=[CH:4][CH:3]=1, predict the reactants needed to synthesize it. The reactants are: [CH2:1]([NH2:8])[C:2]1[CH:7]=[CH:6][CH:5]=[CH:4][CH:3]=1.[ClH:9].[C:10](=[NH:14])(OC)[CH3:11]. (7) Given the product [C:34]([O:38][C:39]([N:41]1[CH2:46][C@H:45]([CH2:47][OH:48])[N:44]([CH2:2][C:3]([N:19]2[C:13]3[CH:12]=[C:11]([CH2:10][C:9]4[CH:22]=[CH:23][C:24]([F:26])=[CH:25][C:8]=4[F:7])[N:16]=[CH:15][C:14]=3[C:17]([CH3:21])([CH3:20])[CH2:18]2)=[O:4])[CH2:43][C@H:42]1[CH3:49])=[O:40])([CH3:37])([CH3:36])[CH3:35], predict the reactants needed to synthesize it. The reactants are: Cl[CH2:2][C:3](Cl)=[O:4].Cl.[F:7][C:8]1[CH:25]=[C:24]([F:26])[CH:23]=[CH:22][C:9]=1[CH2:10][C:11]1[N:16]=[CH:15][C:14]2[C:17]([CH3:21])([CH3:20])[CH2:18][NH:19][C:13]=2[CH:12]=1.C(N(CC)CC)C.[C:34]([O:38][C:39]([N:41]1[CH2:46][C@H:45]([CH2:47][OH:48])[NH:44][CH2:43][C@H:42]1[CH3:49])=[O:40])([CH3:37])([CH3:36])[CH3:35].